This data is from Forward reaction prediction with 1.9M reactions from USPTO patents (1976-2016). The task is: Predict the product of the given reaction. (1) Given the reactants [NH:1]([C:26]([O:28][C:29]([CH3:32])([CH3:31])[CH3:30])=[O:27])[C@H:2]([C:23]([OH:25])=[O:24])[CH2:3][CH2:4][NH:5]C(OCC1C2C(=CC=CC=2)C2C1=CC=CC=2)=O.N1CCCCC1, predict the reaction product. The product is: [NH2:5][CH2:4][CH2:3][C@H:2]([NH:1][C:26]([O:28][C:29]([CH3:32])([CH3:31])[CH3:30])=[O:27])[C:23]([OH:25])=[O:24]. (2) Given the reactants O[CH2:2][C@@H:3]1[CH2:9][C@@H:8]2[C@@H:6]([CH2:7]2)[CH2:5][N:4]1[C:10]([O:12][C:13]([CH3:16])([CH3:15])[CH3:14])=[O:11].[C:17]1(=[O:27])[C:25]2[C:20](=[CH:21][CH:22]=[CH:23][CH:24]=2)[C:19](=[O:26])[NH:18]1.C1(P(C2C=CC=CC=2)C2C=CC=CC=2)C=CC=CC=1.CC(OC(/N=N/C(OC(C)C)=O)=O)C, predict the reaction product. The product is: [O:27]=[C:17]1[C:25]2[C:20](=[CH:21][CH:22]=[CH:23][CH:24]=2)[C:19](=[O:26])[N:18]1[CH2:2][C@@H:3]1[CH2:9][C@@H:8]2[C@@H:6]([CH2:7]2)[CH2:5][N:4]1[C:10]([O:12][C:13]([CH3:16])([CH3:15])[CH3:14])=[O:11]. (3) Given the reactants [H-].[Al+3].[Li+].[H-].[H-].[H-].[CH2:7]([C:9]1([CH2:14][C:15](OCC)=[O:16])[O:13][CH2:12][CH2:11][O:10]1)[CH3:8].[OH-].[Na+].S([O-])([O-])(=O)=O.[Mg+2], predict the reaction product. The product is: [CH2:7]([C:9]1([CH2:14][CH2:15][OH:16])[O:13][CH2:12][CH2:11][O:10]1)[CH3:8]. (4) Given the reactants [NH2:1][CH2:2][CH2:3][C:4]1[C:5]([CH:20]([CH3:22])[CH3:21])=[C:6]([CH:17]=[CH:18][CH:19]=1)[O:7][C:8]1[CH:16]=[CH:15][C:11]([C:12]([NH2:14])=[O:13])=[CH:10][N:9]=1.[CH:23](=O)[CH2:24][CH2:25][CH2:26][CH3:27].[BH4-].[Na+], predict the reaction product. The product is: [CH:20]([C:5]1[C:4]([CH2:3][CH2:2][NH:1][CH2:23][CH2:24][CH2:25][CH2:26][CH3:27])=[CH:19][CH:18]=[CH:17][C:6]=1[O:7][C:8]1[CH:16]=[CH:15][C:11]([C:12]([NH2:14])=[O:13])=[CH:10][N:9]=1)([CH3:22])[CH3:21]. (5) The product is: [NH2:26][C:23]1[CH:22]=[CH:21][C:20]([CH2:19][N:11]([CH2:12][C:13]2[CH:18]=[CH:17][CH:16]=[CH:15][N:14]=2)[S:8]([C:5]2[CH:4]=[CH:3][C:2]([Cl:1])=[CH:7][CH:6]=2)(=[O:10])=[O:9])=[CH:25][CH:24]=1. Given the reactants [Cl:1][C:2]1[CH:7]=[CH:6][C:5]([S:8]([N:11]([CH2:19][C:20]2[CH:25]=[CH:24][C:23]([N+:26]([O-])=O)=[CH:22][CH:21]=2)[CH2:12][C:13]2[CH:18]=[CH:17][CH:16]=[CH:15][N:14]=2)(=[O:10])=[O:9])=[CH:4][CH:3]=1.[Cl-].[NH4+], predict the reaction product. (6) Given the reactants [CH:1]1([C:4]2[O:5][C:6]3[C:12]([C:13]4[CH:18]=[C:17]([CH3:19])[C:16](=[O:20])[N:15]([CH3:21])[CH:14]=4)=[CH:11][C:10]([NH:22][S:23]([CH2:26][CH3:27])(=[O:25])=[O:24])=[CH:9][C:7]=3[CH:8]=2)[CH2:3][CH2:2]1.C(O)(C(F)(F)F)=O, predict the reaction product. The product is: [CH:1]1([CH:4]2[CH2:8][C:7]3[CH:9]=[C:10]([NH:22][S:23]([CH2:26][CH3:27])(=[O:25])=[O:24])[CH:11]=[C:12]([C:13]4[CH:18]=[C:17]([CH3:19])[C:16](=[O:20])[N:15]([CH3:21])[CH:14]=4)[C:6]=3[O:5]2)[CH2:3][CH2:2]1.